From a dataset of Reaction yield outcomes from USPTO patents with 853,638 reactions. Predict the reaction yield, written as a fraction of the theoretical maximum amount of product (1.0 means a 100% yield; for example, 0.34 means a 34% yield). (1) The reactants are Cl[CH2:2][CH2:3][CH2:4][OH:5].[N+:6]([C:9]1[CH:14]=[CH:13][C:12]([OH:15])=[CH:11][CH:10]=1)([O-:8])=[O:7].[OH-].[K+].[OH-].[Na+]. The catalyst is C(O)C.O. The product is [N+:6]([C:9]1[CH:14]=[CH:13][C:12]([O:15][CH2:2][CH2:3][CH2:4][OH:5])=[CH:11][CH:10]=1)([O-:8])=[O:7]. The yield is 0.820. (2) The reactants are Br[C:2]1[CH:3]=[C:4]([C@H:8]2[N:11]([C:12]3[CH:17]=[CH:16][C:15]([F:18])=[CH:14][CH:13]=3)[C:10](=[O:19])[C@@H:9]2[CH2:20][CH2:21][C@@H:22]([C:24]2[CH:29]=[CH:28][C:27]([F:30])=[CH:26][CH:25]=2)[OH:23])[CH:5]=[CH:6][CH:7]=1.[OH:31][C:32]1[CH:37]=[CH:36][C:35](B(O)O)=[CH:34][CH:33]=1. No catalyst specified. The product is [F:18][C:15]1[CH:16]=[CH:17][C:12]([N:11]2[C@H:8]([C:4]3[CH:3]=[C:2]([C:35]4[CH:36]=[CH:37][C:32]([OH:31])=[CH:33][CH:34]=4)[CH:7]=[CH:6][CH:5]=3)[C@@H:9]([CH2:20][CH2:21][C@@H:22]([C:24]3[CH:29]=[CH:28][C:27]([F:30])=[CH:26][CH:25]=3)[OH:23])[C:10]2=[O:19])=[CH:13][CH:14]=1. The yield is 0.630. (3) The reactants are [NH2:1][C:2]1[C:11]2[C:6](=[C:7](Br)[CH:8]=[CH:9][CH:10]=2)[N:5]=[N:4][C:3]=1[C:13]([NH:15][CH2:16][CH2:17][CH3:18])=[O:14].[NH:19]1[C:27]2[C:22](=[CH:23][C:24](B(O)O)=[CH:25][CH:26]=2)[CH:21]=[CH:20]1. No catalyst specified. The product is [NH2:1][C:2]1[C:11]2[C:6](=[C:7]([C:24]3[CH:23]=[C:22]4[C:27](=[CH:26][CH:25]=3)[NH:19][CH:20]=[CH:21]4)[CH:8]=[CH:9][CH:10]=2)[N:5]=[N:4][C:3]=1[C:13]([NH:15][CH2:16][CH2:17][CH3:18])=[O:14]. The yield is 0.951. (4) The reactants are [NH2:1][C:2]1[N:7]=[CH:6][N:5]=[C:4]2[NH:8][N:9]=[C:10]([C:11]#[N:12])[C:3]=12.C(=O)([O-])[O-].[K+].[K+].Cl[CH2:20][C:21]([O:23][C:24]([CH3:27])([CH3:26])[CH3:25])=[O:22]. The catalyst is CN(C=O)C. The product is [NH2:1][C:2]1[N:7]=[CH:6][N:5]=[C:4]2[N:8]([CH2:20][C:21]([O:23][C:24]([CH3:27])([CH3:26])[CH3:25])=[O:22])[N:9]=[C:10]([C:11]#[N:12])[C:3]=12. The yield is 0.623. (5) The product is [F:1][C:2]1[C:10]2[N:9]=[C:8]([CH2:11][N:12]([CH:28]3[C:37]4[N:36]=[CH:35][CH:34]=[CH:33][C:32]=4[CH2:31][CH2:30][CH2:29]3)[CH2:13][CH2:14][CH2:15][CH2:16][NH2:17])[NH:7][C:6]=2[CH:5]=[CH:4][CH:3]=1. The reactants are [F:1][C:2]1[C:10]2[N:9]=[C:8]([CH2:11][N:12]([CH:28]3[C:37]4[N:36]=[CH:35][CH:34]=[CH:33][C:32]=4[CH2:31][CH2:30][CH2:29]3)[CH2:13][CH2:14][CH2:15][CH2:16][N:17]3C(=O)C4C(=CC=CC=4)C3=O)[NH:7][C:6]=2[CH:5]=[CH:4][CH:3]=1.O.NN. The yield is 0.460. The catalyst is C(O)C.C(OCC)C. (6) The reactants are C(N(CC)CC)C.[CH:8]([C:10]1[C:18]2[C:13](=[CH:14][CH:15]=[C:16]([O:19][CH3:20])[CH:17]=2)[N:12](C(OC(C)(C)C)=O)[CH:11]=1)=[O:9].[CH:28](=[N:35][C:36]1[CH:41]=[CH:40][N:39]=[C:38]([O:42][CH3:43])[CH:37]=1)[C:29]1[CH:34]=[CH:33][CH:32]=[CH:31][CH:30]=1. The catalyst is [Cl-].C([N+]1C(C)=C(CCO)SC=1)C1C=CC=CC=1.C(O)C. The product is [CH3:20][O:19][C:16]1[CH:17]=[C:18]2[C:13](=[CH:14][CH:15]=1)[NH:12][CH:11]=[C:10]2[C:8](=[O:9])[CH:28]([NH:35][C:36]1[CH:41]=[CH:40][N:39]=[C:38]([O:42][CH3:43])[CH:37]=1)[C:29]1[CH:30]=[CH:31][CH:32]=[CH:33][CH:34]=1. The yield is 0.210. (7) The reactants are [N+:1]([C:4]1[CH:12]=[C:11]2[C:7]([C:8]([Sn](C)(C)C)=[N:9][N:10]2[CH2:13][O:14][CH2:15][CH2:16][Si:17]([CH3:20])([CH3:19])[CH3:18])=[CH:6][CH:5]=1)([O-:3])=[O:2].I[N:26]1[C:30]2[CH:31]=[CH:32][CH:33]=[CH:34][C:29]=2[N:28]([CH2:35][O:36][CH2:37][CH2:38][Si:39]([CH3:42])([CH3:41])[CH3:40])[CH2:27]1. The catalyst is [Cu]I.C1COCC1. The product is [N+:1]([C:4]1[CH:12]=[C:11]2[C:7]([C:8]([C:27]3[N:28]([CH2:35][O:36][CH2:37][CH2:38][Si:39]([CH3:41])([CH3:42])[CH3:40])[C:29]4[CH:34]=[CH:33][CH:32]=[CH:31][C:30]=4[N:26]=3)=[N:9][N:10]2[CH2:13][O:14][CH2:15][CH2:16][Si:17]([CH3:20])([CH3:19])[CH3:18])=[CH:6][CH:5]=1)([O-:3])=[O:2]. The yield is 0.820. (8) The reactants are [F:1][C:2]([F:17])([F:16])[O:3][C:4]1[CH:9]=[CH:8][C:7]([NH2:10])=[C:6]([C:11]2[NH:12][N:13]=[CH:14][N:15]=2)[CH:5]=1.[Cl:18][CH2:19][C:20](Cl)=[O:21].O. The catalyst is C(O)(=O)C. The product is [Cl:18][CH2:19][C:20]([NH:10][C:7]1[CH:8]=[CH:9][C:4]([O:3][C:2]([F:1])([F:16])[F:17])=[CH:5][C:6]=1[C:11]1[NH:12][N:13]=[CH:14][N:15]=1)=[O:21]. The yield is 0.820. (9) The reactants are I[C:2]1[CH:3]=[C:4]([N:8]2[C:16]3[C:11](=[CH:12][C:13]([O:17][CH2:18][CH2:19][N:20]4[CH2:25][CH2:24][O:23][CH2:22][CH2:21]4)=[CH:14][CH:15]=3)[C:10]([C:26]([NH2:28])=[O:27])=[N:9]2)[CH:5]=[CH:6][CH:7]=1.[C:29]([C@:31]1([OH:38])[CH2:35][CH2:34][N:33]([CH3:36])[C:32]1=[O:37])#[CH:30]. No catalyst specified. The product is [OH:38][C@@:31]1([C:29]#[C:30][C:2]2[CH:3]=[C:4]([N:8]3[C:16]4[C:11](=[CH:12][C:13]([O:17][CH2:18][CH2:19][N:20]5[CH2:21][CH2:22][O:23][CH2:24][CH2:25]5)=[CH:14][CH:15]=4)[C:10]([C:26]([NH2:28])=[O:27])=[N:9]3)[CH:5]=[CH:6][CH:7]=2)[CH2:35][CH2:34][N:33]([CH3:36])[C:32]1=[O:37]. The yield is 0.350. (10) The reactants are [NH2:1][C:2]1[CH:11]=[C:10]([O:12][CH3:13])[CH:9]=[CH:8][C:3]=1[C:4]([O:6]C)=O.[Cl:14][CH2:15][C:16]#[N:17].Cl. The catalyst is C(OCC)C. The product is [ClH:14].[Cl:14][CH2:15][C:16]1[N:17]=[C:4]([OH:6])[C:3]2[C:2](=[CH:11][C:10]([O:12][CH3:13])=[CH:9][CH:8]=2)[N:1]=1. The yield is 0.960.